Dataset: Forward reaction prediction with 1.9M reactions from USPTO patents (1976-2016). Task: Predict the product of the given reaction. (1) Given the reactants [OH:1][CH:2]1[CH2:11][CH2:10][C:9]2[N:8]=[CH:7][C:6]([N+:12]([O-])=O)=[CH:5][C:4]=2[CH2:3]1, predict the reaction product. The product is: [NH2:12][C:6]1[CH:7]=[N:8][C:9]2[CH2:10][CH2:11][CH:2]([OH:1])[CH2:3][C:4]=2[CH:5]=1. (2) Given the reactants [NH2:1][C:2]1[C:7]([NH:8][C:9]([CH:11]2[CH2:16][CH2:15][CH2:14][N:13]([C:17]([O:19][C:20]([CH3:23])([CH3:22])[CH3:21])=[O:18])[CH2:12]2)=O)=[CH:6][CH:5]=[C:4]([N:24]2[CH2:29][CH2:28][CH2:27][C@@H:26]([C:30]([N:32]3[CH2:36][CH2:35][CH2:34][CH2:33]3)=[O:31])[CH2:25]2)[N:3]=1.C[O-].[Na+], predict the reaction product. The product is: [N:32]1([C:30]([CH:26]2[CH2:27][CH2:28][CH2:29][N:24]([C:4]3[N:3]=[C:2]4[NH:1][C:9]([C@@H:11]5[CH2:16][CH2:15][CH2:14][N:13]([C:17]([O:19][C:20]([CH3:23])([CH3:22])[CH3:21])=[O:18])[CH2:12]5)=[N:8][C:7]4=[CH:6][CH:5]=3)[CH2:25]2)=[O:31])[CH2:36][CH2:35][CH2:34][CH2:33]1. (3) Given the reactants [Cl:1][C:2]1[CH:17]=[CH:16][C:5]([CH2:6][N:7]2[C:12](=[O:13])[C:11]([CH3:14])=[N:10][NH:9][C:8]2=[O:15])=[CH:4][CH:3]=1.[C:18]([NH:21][C:22]1[CH:23]=[C:24](B(O)O)[CH:25]=[CH:26][CH:27]=1)(=[O:20])[CH3:19].N1C=CC=CC=1, predict the reaction product. The product is: [Cl:1][C:2]1[CH:3]=[CH:4][C:5]([CH2:6][N:7]2[C:12](=[O:13])[C:11]([CH3:14])=[N:10][N:9]([C:26]3[CH:27]=[C:22]([NH:21][C:18](=[O:20])[CH3:19])[CH:23]=[CH:24][CH:25]=3)[C:8]2=[O:15])=[CH:16][CH:17]=1. (4) Given the reactants [SH:1][CH2:2][C:3]([OH:5])=[O:4].Cl[CH2:7][C:8](=[O:13])[CH2:9][C:10]([OH:12])=[O:11], predict the reaction product. The product is: [C:3]([CH2:2][S:1][CH2:7][C:8](=[O:13])[CH2:9][C:10]([OH:12])=[O:11])([OH:5])=[O:4]. (5) Given the reactants [CH3:1][S:2](Cl)(=[O:4])=[O:3].[OH:6][CH:7]1[CH2:12][CH2:11][CH:10]([C:13]([O:15][CH3:16])=[O:14])[C:9]([CH3:18])([CH3:17])[CH2:8]1.C(N(CC)CC)C.C(=O)(O)[O-].[Na+], predict the reaction product. The product is: [CH3:17][C:9]1([CH3:18])[CH2:8][CH:7]([O:6][S:2]([CH3:1])(=[O:4])=[O:3])[CH2:12][CH2:11][CH:10]1[C:13]([O:15][CH3:16])=[O:14]. (6) Given the reactants C(OC1C=CC(C(CO)CO)=CC=1)CCCCCCCCCCCCCCCCC.[H-].[H-].[H-].[H-].[Li+].[Al+3].[CH2:37]([O:55][C:56]1[CH:57]=[C:58]([CH:81]([C:86](OC)=[O:87])[C:82](OC)=[O:83])[CH:59]=[C:60]([O:62][CH2:63][CH2:64][CH2:65][CH2:66][CH2:67][CH2:68][CH2:69][CH2:70][CH2:71][CH2:72][CH2:73][CH2:74][CH2:75][CH2:76][CH2:77][CH2:78][CH2:79][CH3:80])[CH:61]=1)[CH2:38][CH2:39][CH2:40][CH2:41][CH2:42][CH2:43][CH2:44][CH2:45][CH2:46][CH2:47][CH2:48][CH2:49][CH2:50][CH2:51][CH2:52][CH2:53][CH3:54], predict the reaction product. The product is: [CH2:37]([O:55][C:56]1[CH:57]=[C:58]([CH:81]([CH2:82][OH:83])[CH2:86][OH:87])[CH:59]=[C:60]([O:62][CH2:63][CH2:64][CH2:65][CH2:66][CH2:67][CH2:68][CH2:69][CH2:70][CH2:71][CH2:72][CH2:73][CH2:74][CH2:75][CH2:76][CH2:77][CH2:78][CH2:79][CH3:80])[CH:61]=1)[CH2:38][CH2:39][CH2:40][CH2:41][CH2:42][CH2:43][CH2:44][CH2:45][CH2:46][CH2:47][CH2:48][CH2:49][CH2:50][CH2:51][CH2:52][CH2:53][CH3:54]. (7) Given the reactants [CH:1](OC)(OC)OC.[CH2:8]([O:15][C:16]1[CH:31]=[CH:30][C:29]([C:32]([NH:34][NH2:35])=[O:33])=[CH:28][C:17]=1[C:18]([O:20][CH2:21][C:22]1[CH:27]=[CH:26][CH:25]=[CH:24][CH:23]=1)=[O:19])[C:9]1[CH:14]=[CH:13][CH:12]=[CH:11][CH:10]=1, predict the reaction product. The product is: [CH2:8]([O:15][C:16]1[CH:31]=[CH:30][C:29]([C:32]2[O:33][CH:1]=[N:35][N:34]=2)=[CH:28][C:17]=1[C:18]([O:20][CH2:21][C:22]1[CH:27]=[CH:26][CH:25]=[CH:24][CH:23]=1)=[O:19])[C:9]1[CH:10]=[CH:11][CH:12]=[CH:13][CH:14]=1.